This data is from Forward reaction prediction with 1.9M reactions from USPTO patents (1976-2016). The task is: Predict the product of the given reaction. (1) The product is: [CH3:34][C:24]1[CH:29]=[CH:28][C:27]([S:30]([O:15][CH2:14][C@H:11]2[CH2:10][CH2:9][C@H:8]([NH:7][C:6]([O:5][C:1]([CH3:4])([CH3:2])[CH3:3])=[O:16])[CH2:13][CH2:12]2)(=[O:32])=[O:31])=[CH:26][CH:25]=1. Given the reactants [C:1]([O:5][C:6](=[O:16])[NH:7][C@H:8]1[CH2:13][CH2:12][C@H:11]([CH2:14][OH:15])[CH2:10][CH2:9]1)([CH3:4])([CH3:3])[CH3:2].C(N(CC)CC)C.[C:24]1([CH3:34])[CH:29]=[CH:28][C:27]([S:30](Cl)(=[O:32])=[O:31])=[CH:26][CH:25]=1.O, predict the reaction product. (2) Given the reactants Br[C:2]1[CH:11]=[C:10]2[C:5]([CH:6]=[CH:7][N:8]([CH2:13][C:14]3[CH:19]=[CH:18][CH:17]=[C:16]([F:20])[CH:15]=3)[C:9]2=[O:12])=[N:4][CH:3]=1.[C:21]1([CH2:27][C:28]#[CH:29])[CH:26]=[CH:25][CH:24]=[CH:23][CH:22]=1.C(N(CC)CC)C, predict the reaction product. The product is: [F:20][C:16]1[CH:15]=[C:14]([CH:19]=[CH:18][CH:17]=1)[CH2:13][N:8]1[CH:7]=[CH:6][C:5]2[C:10](=[CH:11][C:2]([C:29]#[C:28][CH2:27][C:21]3[CH:26]=[CH:25][CH:24]=[CH:23][CH:22]=3)=[CH:3][N:4]=2)[C:9]1=[O:12].